Dataset: Forward reaction prediction with 1.9M reactions from USPTO patents (1976-2016). Task: Predict the product of the given reaction. (1) Given the reactants Br[CH2:2][C@@H:3]([CH2:10][CH:11]([CH3:13])[CH3:12])[CH2:4][C:5]([O:7][CH2:8][CH3:9])=[O:6].[N-:14]=[N+:15]=[N-:16].[Na+], predict the reaction product. The product is: [N:14]([CH2:2][C@@H:3]([CH2:10][CH:11]([CH3:13])[CH3:12])[CH2:4][C:5]([O:7][CH2:8][CH3:9])=[O:6])=[N+:15]=[N-:16]. (2) Given the reactants Br[C:2]1[CH:3]=[CH:4][C:5]([C@H:8]([NH:10][C:11](=[O:25])[CH2:12][C:13]2[CH:18]=[CH:17][C:16]([C:19]3[CH:20]=[N:21][O:22][C:23]=3[CH3:24])=[CH:15][CH:14]=2)[CH3:9])=[N:6][CH:7]=1.[CH:26](B1OC(C)(C)C(C)(C)O1)=[CH2:27].CC1C(P(C2C(C)=CC(C)=C(S([O-])(=O)=O)C=2)C2C(C)=CC(C)=C(S([O-])(=O)=O)C=2)=CC(S([O-])(=O)=O)=C(C)C=1.[Na+].[Na+].[Na+].C(NC(C)C)(C)C, predict the reaction product. The product is: [CH3:24][C:23]1[O:22][N:21]=[CH:20][C:19]=1[C:16]1[CH:17]=[CH:18][C:13]([CH2:12][C:11]([NH:10][C@@H:8]([C:5]2[CH:4]=[CH:3][C:2]([CH:26]=[CH2:27])=[CH:7][N:6]=2)[CH3:9])=[O:25])=[CH:14][CH:15]=1. (3) Given the reactants [C:1]([O:5][C:6]([C@:8]1([CH2:21][CH:22]([CH3:24])[CH3:23])[CH2:12][C@H:11]([C:13]([NH2:15])=[O:14])[C@H:10]([C:16]2[S:17][CH:18]=[CH:19]N=2)[NH:9]1)=[O:7])([CH3:4])([CH3:3])[CH3:2].S1C=CC=[C:26]1C=NC(CC(C)C)C(OC(C)(C)C)=O, predict the reaction product. The product is: [NH2:15][C:13]([C@@H:11]1[C@H:10]([C:16]2[S:17][CH:18]=[CH:19][CH:26]=2)[NH:9][C@:8]([CH2:21][CH:22]([CH3:24])[CH3:23])([C:6]([O:5][C:1]([CH3:3])([CH3:4])[CH3:2])=[O:7])[CH2:12]1)=[O:14].